Dataset: Catalyst prediction with 721,799 reactions and 888 catalyst types from USPTO. Task: Predict which catalyst facilitates the given reaction. (1) Reactant: [S:1]1[CH:5]=[CH:4][CH:3]=[CH:2]1.[Li]CCCC.[CH2:11](Br)[CH2:12][CH2:13][CH2:14][CH2:15][CH3:16].O. Product: [CH2:11]([C:2]1[S:1][CH:5]=[CH:4][CH:3]=1)[CH2:12][CH2:13][CH2:14][CH2:15][CH3:16]. The catalyst class is: 134. (2) Reactant: [C:1]([N:4]1[CH2:9][CH2:8][CH:7]([C:10]([O:12]C)=O)[CH2:6][CH2:5]1)(=[O:3])[CH3:2].[NH2:14][NH2:15]. Product: [C:1]([N:4]1[CH2:9][CH2:8][CH:7]([C:10]([NH:14][NH2:15])=[O:12])[CH2:6][CH2:5]1)(=[O:3])[CH3:2]. The catalyst class is: 5. (3) Reactant: [CH2:1]([N:8]1[C:12]([CH3:13])=[C:11]([C:14]([O:16]CC)=[O:15])[N:10]=[CH:9]1)[C:2]1[CH:7]=[CH:6][CH:5]=[CH:4][CH:3]=1.[OH-].[K+].Cl. Product: [CH2:1]([N:8]1[C:12]([CH3:13])=[C:11]([C:14]([OH:16])=[O:15])[N:10]=[CH:9]1)[C:2]1[CH:7]=[CH:6][CH:5]=[CH:4][CH:3]=1. The catalyst class is: 5. (4) Reactant: [CH3:1][CH2:2][CH2:3][C:4]1[CH:5]=[C:6]([C:10]([NH2:12])=[S:11])[CH:7]=[CH:8][N:9]=1.[Br:13][C:14]1[CH:23]=[CH:22][C:17]([C:18](=O)[CH2:19]Br)=[CH:16][CH:15]=1. Product: [Br:13][C:14]1[CH:23]=[CH:22][C:17]([C:18]2[N:12]=[C:10]([C:6]3[CH:7]=[CH:8][N:9]=[C:4]([CH2:3][CH2:2][CH3:1])[CH:5]=3)[S:11][CH:19]=2)=[CH:16][CH:15]=1. The catalyst class is: 14. (5) Product: [Br:1][C:2]1[CH:3]=[N:4][C:5]2[C:10]([CH:11]=1)=[C:9]([F:12])[C:8]([CH2:13][C:14]([NH:18][NH2:19])=[O:16])=[CH:7][CH:6]=2. The catalyst class is: 5. Reactant: [Br:1][C:2]1[CH:3]=[N:4][C:5]2[C:10]([CH:11]=1)=[C:9]([F:12])[C:8]([CH2:13][C:14]([OH:16])=O)=[CH:7][CH:6]=2.O.[NH2:18][NH2:19].